From a dataset of CYP2D6 substrate classification data from Carbon-Mangels et al.. Regression/Classification. Given a drug SMILES string, predict its absorption, distribution, metabolism, or excretion properties. Task type varies by dataset: regression for continuous measurements (e.g., permeability, clearance, half-life) or binary classification for categorical outcomes (e.g., BBB penetration, CYP inhibition). Dataset: cyp2d6_substrate_carbonmangels. (1) The drug is O=C1CCc2ccc(OCCCCN3CCN(c4cccc(Cl)c4Cl)CC3)cc2N1. The result is 1 (substrate). (2) The compound is CN(c1nccc(=O)[nH]1)C1CCN(c2nc3ccccc3n2Cc2ccc(F)cc2)CC1. The result is 1 (substrate). (3) The result is 0 (non-substrate). The compound is C[C@@H](c1cc2ccccc2s1)N(O)C(N)=O. (4) The drug is Cn1c(=O)c2[nH]cnc2n(C)c1=O. The result is 1 (substrate). (5) The molecule is CC(=O)C[C@@H](c1ccc([N+](=O)[O-])cc1)c1c(O)c2ccccc2oc1=O. The result is 0 (non-substrate). (6) The drug is CC1=C(/C=C\C(C)=C/C=C\C(C)=C/C(=O)O)C(C)(C)CCC1. The result is 0 (non-substrate).